Predict the product of the given reaction. From a dataset of Forward reaction prediction with 1.9M reactions from USPTO patents (1976-2016). (1) Given the reactants [OH:1][CH2:2][CH:3]1[CH2:8][CH2:7][NH:6][CH2:5][CH2:4]1.FC(F)(F)S([O-])(=O)=O.[N:17]1([S:22](N2C=C[NH+](C)C2)(=[O:24])=[O:23])[CH:21]=[CH:20][N:19]=[CH:18]1, predict the reaction product. The product is: [N:17]1([S:22]([N:6]2[CH2:7][CH2:8][CH:3]([CH2:2][OH:1])[CH2:4][CH2:5]2)(=[O:24])=[O:23])[CH:21]=[CH:20][N:19]=[CH:18]1. (2) The product is: [CH3:26][O:25][C:20]1[CH:21]=[CH:22][CH:23]=[CH:24][C:19]=1[C:18]1[NH:10][C:1](=[O:9])[C:2]2[C:3](=[CH:5][CH:6]=[CH:7][CH:8]=2)[N:4]=1. Given the reactants [C:1]([NH2:10])(=[O:9])[C:2]1[C:3](=[CH:5][CH:6]=[CH:7][CH:8]=1)[NH2:4].C(N(CC)CC)C.[C:18](Cl)(=O)[C:19]1[C:20]([O:25][CH3:26])=[CH:21][CH:22]=[CH:23][CH:24]=1.Cl, predict the reaction product. (3) Given the reactants [NH2:1]/[C:2](=[N:8]\[NH:9][C:10]1[CH:15]=[CH:14][CH:13]=[CH:12][CH:11]=1)/[C:3]([O:5][CH2:6][CH3:7])=[O:4].[Cl:16][C:17]([Cl:22])([Cl:21])[C:18](Cl)=O.C(OCC)(=O)C, predict the reaction product. The product is: [C:10]1([N:9]2[C:18]([C:17]([Cl:22])([Cl:21])[Cl:16])=[N:1][C:2]([C:3]([O:5][CH2:6][CH3:7])=[O:4])=[N:8]2)[CH:15]=[CH:14][CH:13]=[CH:12][CH:11]=1. (4) Given the reactants [CH2:1](I)[CH3:2].C([Zn]CC)C.I[C:10]1[CH:11]=[C:12]([O:16][CH2:17][C:18]2[CH:23]=[CH:22][CH:21]=[CH:20][CH:19]=2)[CH:13]=[CH:14][CH:15]=1.Cl, predict the reaction product. The product is: [CH2:1]([C:10]1[CH:11]=[C:12]([O:16][CH2:17][C:18]2[CH:23]=[CH:22][CH:21]=[CH:20][CH:19]=2)[CH:13]=[CH:14][CH:15]=1)[CH3:2]. (5) Given the reactants O1CCC(C[N:8]2[C:16]3[C:11](=[CH:12][CH:13]=[CH:14][C:15]=3[Cl:17])[C:10]([C:18]([NH2:20])=[O:19])=[CH:9]2)CC1.Cl[C:22]([S:24]Cl)=[O:23], predict the reaction product. The product is: [O:23]1[CH2:22][CH2:9][CH:10]([CH2:18][C:13]2[CH:12]=[C:11]3[C:16](=[C:15]([Cl:17])[CH:14]=2)[NH:8][CH:9]=[CH:10]3)[CH2:11][CH2:12]1.[O:19]1[CH:18]=[N:20][S:24][C:22]1=[O:23]. (6) Given the reactants [CH2:1]([O:8][CH2:9][N:10]1[C:18]2[C:17]([NH2:19])=[N:16][C:15]([CH2:20][CH2:21][CH2:22][CH3:23])=[N:14][C:13]=2[C:12]([C:24]#[C:25][CH2:26][CH2:27][CH2:28][CH2:29][N:30]2[CH2:34][CH2:33][CH2:32][CH2:31]2)=[C:11]1C)[C:2]1[CH:7]=[CH:6][CH:5]=[CH:4][CH:3]=1.C(OCN1C2C(N)=NC(CCCC)=NC=2C(C#CCCCCCl)=C1)C1C=CC=CC=1.Cl.[F:67][C@@H]1CCNC1, predict the reaction product. The product is: [CH2:1]([O:8][CH2:9][N:10]1[C:18]2[C:17]([NH2:19])=[N:16][C:15]([CH2:20][CH2:21][CH2:22][CH3:23])=[N:14][C:13]=2[C:12]([C:24]#[C:25][CH2:26][CH2:27][CH2:28][CH2:29][N:30]2[CH2:34][CH2:33][C@@H:32]([F:67])[CH2:31]2)=[CH:11]1)[C:2]1[CH:7]=[CH:6][CH:5]=[CH:4][CH:3]=1.